Dataset: Reaction yield outcomes from USPTO patents with 853,638 reactions. Task: Predict the reaction yield, written as a fraction of the theoretical maximum amount of product (1.0 means a 100% yield; for example, 0.34 means a 34% yield). (1) The reactants are [N:1]1([C:7]2[C:16]3[C:11](=[CH:12][CH:13]=[CH:14][CH:15]=3)[N:10]=[C:9]([C:17]3[CH:22]=[CH:21][CH:20]=[CH:19][C:18]=3[OH:23])[N:8]=2)[CH2:6][CH2:5][NH:4][CH2:3][CH2:2]1.C(N(CC)CC)C.[OH:31][C@H:32]([CH2:36][CH3:37])[C:33](O)=[O:34].CN(C(ON1N=NC2C=CC=NC1=2)=[N+](C)C)C.F[P-](F)(F)(F)(F)F. The catalyst is C(Cl)Cl. The product is [OH:31][C@H:32]([CH2:36][CH3:37])[C:33]([N:4]1[CH2:3][CH2:2][N:1]([C:7]2[C:16]3[C:11](=[CH:12][CH:13]=[CH:14][CH:15]=3)[N:10]=[C:9]([C:17]3[CH:22]=[CH:21][CH:20]=[CH:19][C:18]=3[OH:23])[N:8]=2)[CH2:6][CH2:5]1)=[O:34]. The yield is 0.880. (2) The reactants are [C:1]([C:3]1[CH:4]=[C:5]([CH:9]=[CH:10][CH:11]=1)[C:6]([OH:8])=[O:7])#[N:2].[N-:12]=[N+:13]=[N-:14].[Na+].Cl.[CH2:17](N(CC)CC)C. The catalyst is C1(C)C=CC=CC=1.O. The product is [CH3:17][O:7][C:6](=[O:8])[C:5]1[CH:9]=[CH:10][CH:11]=[C:3]([C:1]2[N:2]=[N:12][NH:13][N:14]=2)[CH:4]=1. The yield is 0.890. (3) The catalyst is OS(O)(=O)=O. The reactants are [Br:1][C:2]1[CH:7]=[C:6]([C:8]([CH3:11])([CH3:10])[CH3:9])[CH:5]=[CH:4][C:3]=1[NH2:12].[N+:13]([O-])([O-:15])=[O:14].[K+]. The yield is 0.780. The product is [Br:1][C:2]1[CH:7]=[C:6]([C:8]([CH3:9])([CH3:11])[CH3:10])[C:5]([N+:13]([O-:15])=[O:14])=[CH:4][C:3]=1[NH2:12]. (4) The reactants are [F:1][C:2]1[C:7]2[O:8][CH2:9][O:10][C:6]=2[CH:5]=[C:4]([CH:11]=[O:12])[CH:3]=1.[BH4-].[Na+]. The catalyst is CO. The product is [F:1][C:2]1[C:7]2[O:8][CH2:9][O:10][C:6]=2[CH:5]=[C:4]([CH2:11][OH:12])[CH:3]=1. The yield is 0.980. (5) The reactants are [CH:1](=[O:5])/[CH:2]=[CH:3]/[CH3:4].[Br:6][Si](C)(C)C.[CH2:11]([OH:14])[CH2:12]O. No catalyst specified. The product is [Br:6][CH:3]([CH3:4])[CH2:2][CH:1]1[O:14][CH2:11][CH2:12][O:5]1. The yield is 0.890.